Dataset: Catalyst prediction with 721,799 reactions and 888 catalyst types from USPTO. Task: Predict which catalyst facilitates the given reaction. Reactant: Br[C:2]1[CH:3]=[C:4]([C:9]2[O:10][C:11]([CH:14]([CH3:16])[CH3:15])=[N:12][N:13]=2)[C:5]([NH2:8])=[N:6][CH:7]=1.C([O-])([O-])=O.[K+].[K+].[NH:23]1[C:31]2[C:26](=[CH:27][C:28](B(O)O)=[CH:29][CH:30]=2)[CH:25]=[CH:24]1. Product: [NH:23]1[C:31]2[C:26](=[CH:27][C:28]([C:2]3[CH:3]=[C:4]([C:9]4[O:10][C:11]([CH:14]([CH3:16])[CH3:15])=[N:12][N:13]=4)[C:5]([NH2:8])=[N:6][CH:7]=3)=[CH:29][CH:30]=2)[CH:25]=[CH:24]1. The catalyst class is: 70.